Dataset: Reaction yield outcomes from USPTO patents with 853,638 reactions. Task: Predict the reaction yield, written as a fraction of the theoretical maximum amount of product (1.0 means a 100% yield; for example, 0.34 means a 34% yield). (1) The reactants are [N:1]1[CH:6]=[CH:5][CH:4]=[C:3]([N:7]2[CH2:11][CH2:10][C@@H:9]([OH:12])[CH2:8]2)[CH:2]=1.[Br:13]C1C(=O)C(Br)=CC(Br)(Br)C=1.[OH-].[Na+]. The catalyst is C(Cl)Cl. The product is [Br:13][C:6]1[N:1]=[CH:2][C:3]([N:7]2[CH2:11][CH2:10][C@@H:9]([OH:12])[CH2:8]2)=[CH:4][CH:5]=1. The yield is 0.340. (2) The reactants are CS[C:3]([C:5]1[CH:6]=[N:7][CH:8]=[CH:9][CH:10]=1)=[S:4].[NH2:11][CH2:12][C:13]([NH:15][CH:16]1[CH2:18][CH2:17]1)=[O:14].C(N(CC)CC)C. The catalyst is CO.C(OCC)(=O)C. The product is [CH:16]1([NH:15][C:13](=[O:14])[CH2:12][NH:11][C:3]([C:5]2[CH:6]=[N:7][CH:8]=[CH:9][CH:10]=2)=[S:4])[CH2:18][CH2:17]1. The yield is 0.830.